From a dataset of Forward reaction prediction with 1.9M reactions from USPTO patents (1976-2016). Predict the product of the given reaction. (1) Given the reactants [F:1][C:2]1[CH:7]=[CH:6][CH:5]=[CH:4][C:3]=1[CH:8]([C:23]1[CH:28]=[CH:27][CH:26]=[CH:25][CH:24]=1)[O:9][C:10]1[CH:19]=[CH:18][C:17]([N+:20]([O-])=O)=[CH:16][C:11]=1[C:12]([O:14][CH3:15])=[O:13].[Cl-].[Ca+2].[Cl-], predict the reaction product. The product is: [NH2:20][C:17]1[CH:18]=[CH:19][C:10]([O:9][CH:8]([C:3]2[CH:4]=[CH:5][CH:6]=[CH:7][C:2]=2[F:1])[C:23]2[CH:28]=[CH:27][CH:26]=[CH:25][CH:24]=2)=[C:11]([CH:16]=1)[C:12]([O:14][CH3:15])=[O:13]. (2) Given the reactants [O:1]1[CH:5]=[CH:4][CH:3]=[C:2]1[C:6]([C:8]1[CH2:15][CH:14]2[CH:10]([CH2:11][N:12](C(OC(C)(C)C)=O)[CH2:13]2)[CH:9]=1)=[O:7].[C:23]([OH:29])([C:25]([F:28])([F:27])[F:26])=[O:24], predict the reaction product. The product is: [F:26][C:25]([F:28])([F:27])[C:23]([OH:29])=[O:24].[O:1]1[CH:5]=[CH:4][CH:3]=[C:2]1[C:6]([C:8]1[CH2:15][CH:14]2[CH:10]([CH2:11][NH:12][CH2:13]2)[CH:9]=1)=[O:7]. (3) Given the reactants C(OC([NH:8][CH2:9][C:10]([O:12][C@H:13]([C:24]1[CH:29]=[CH:28][C:27]([O:30][CH:31]([F:33])[F:32])=[C:26]([O:34][CH2:35][CH:36]2[CH2:38][CH2:37]2)[CH:25]=1)[CH2:14][C:15]1[C:20]([Cl:21])=[CH:19][N+:18]([O-:22])=[CH:17][C:16]=1[Cl:23])=[O:11])=O)(C)(C)C, predict the reaction product. The product is: [ClH:21].[NH2:8][CH2:9][C:10]([O:12][C@H:13]([C:24]1[CH:29]=[CH:28][C:27]([O:30][CH:31]([F:33])[F:32])=[C:26]([O:34][CH2:35][CH:36]2[CH2:38][CH2:37]2)[CH:25]=1)[CH2:14][C:15]1[C:20]([Cl:21])=[CH:19][N+:18]([O-:22])=[CH:17][C:16]=1[Cl:23])=[O:11]. (4) Given the reactants C(Cl)(=O)C(Cl)=O.CS(C)=O.[OH:11][CH2:12][C@@H:13]1[CH2:17][CH2:16][CH2:15][N:14]1[C:18]([O:20][C:21]([CH3:24])([CH3:23])[CH3:22])=[O:19].C(N(CC)CC)C.C(O)(=O)CC(CC(O)=O)(C(O)=O)O, predict the reaction product. The product is: [CH:12]([C@@H:13]1[CH2:17][CH2:16][CH2:15][N:14]1[C:18]([O:20][C:21]([CH3:24])([CH3:23])[CH3:22])=[O:19])=[O:11]. (5) Given the reactants [Cl:1][C:2]1[CH:3]=[C:4]([C:14](=O)[CH3:15])[CH:5]=[CH:6][C:7]=1[CH2:8][CH2:9][C:10]([CH3:13])([CH3:12])[CH3:11].[CH3:17][C:18]([S@@:21]([NH2:23])=[O:22])([CH3:20])[CH3:19].[Cl-].[NH4+].C(OCC)(=O)C, predict the reaction product. The product is: [Cl:1][C:2]1[CH:3]=[C:4](/[C:14](=[N:23]/[S@:21]([C:18]([CH3:20])([CH3:19])[CH3:17])=[O:22])/[CH3:15])[CH:5]=[CH:6][C:7]=1[CH2:8][CH2:9][C:10]([CH3:13])([CH3:12])[CH3:11]. (6) Given the reactants [CH2:1]([S:8][S:8][CH2:1][CH2:2][C@H:3]([NH2:7])[C:4]([OH:6])=[O:5])[CH2:2][C@H:3]([NH2:7])[C:4]([OH:6])=[O:5].[CH2:25]([S:24][S:24][CH2:25][C@H:26]([NH2:30])[C:27]([OH:29])=[O:28])[C@H:26]([NH2:30])[C:27]([OH:29])=[O:28].[Na].[F:32][C:33](I)([F:35])[F:34], predict the reaction product. The product is: [F:32][C:33]([F:35])([F:34])[S:8][CH2:1][CH2:2][C@@H:3]([C:4]([OH:6])=[O:5])[NH2:7].[F:32][C:33]([NH:30][C@H:26]([C:27]([OH:29])=[O:28])[CH2:25][SH:24])([F:35])[F:34]. (7) Given the reactants FC(F)(F)C(O)=O.C([O:12][C:13](=[O:42])[C:14]1[CH:19]=[C:18]([C:20]2[CH2:24][CH2:23][CH2:22][C:21]=2[C:25]2[CH:30]=[C:29]([Cl:31])[CH:28]=[CH:27][C:26]=2[O:32][CH2:33][C:34]2[CH:39]=[CH:38][C:37]([F:40])=[CH:36][CH:35]=2)[CH:17]=[CH:16][C:15]=1[CH3:41])(C)(C)C, predict the reaction product. The product is: [F:40][C:37]1[CH:36]=[CH:35][C:34]([CH2:33][O:32][C:26]2[CH:27]=[CH:28][C:29]([Cl:31])=[CH:30][C:25]=2[C:21]2[CH2:22][CH2:23][CH2:24][C:20]=2[C:18]2[CH:17]=[CH:16][C:15]([CH3:41])=[C:14]([CH:19]=2)[C:13]([OH:42])=[O:12])=[CH:39][CH:38]=1. (8) The product is: [C:1]1([C@@H:7]2[CH2:9][C@H:8]2[NH:10][CH2:11][CH:13]2[CH2:18][CH2:17][N:16]([CH2:19][CH2:20][CH2:21][C:22]3[CH:23]=[CH:24][C:25]([C:26]([O:28][CH2:29][CH3:30])=[O:27])=[CH:31][CH:32]=3)[CH2:15][CH2:14]2)[CH:6]=[CH:5][CH:4]=[CH:3][CH:2]=1. Given the reactants [C:1]1([C@@H:7]2[CH2:9][C@H:8]2[NH2:10])[CH:6]=[CH:5][CH:4]=[CH:3][CH:2]=1.[CH:11]([CH:13]1[CH2:18][CH2:17][N:16]([CH2:19][CH2:20][CH2:21][C:22]2[CH:32]=[CH:31][C:25]([C:26]([O:28][CH2:29][CH3:30])=[O:27])=[CH:24][CH:23]=2)[CH2:15][CH2:14]1)=O.C([BH3-])#N.[Na+].C(Cl)Cl, predict the reaction product.